This data is from Peptide-MHC class I binding affinity with 185,985 pairs from IEDB/IMGT. The task is: Regression. Given a peptide amino acid sequence and an MHC pseudo amino acid sequence, predict their binding affinity value. This is MHC class I binding data. (1) The peptide sequence is FLIGANYLGK. The MHC is HLA-A11:01 with pseudo-sequence HLA-A11:01. The binding affinity (normalized) is 0.418. (2) The peptide sequence is VLYCVHQHI. The MHC is HLA-A26:03 with pseudo-sequence HLA-A26:03. The binding affinity (normalized) is 0.0847. (3) The peptide sequence is HPDMDSLMI. The MHC is HLA-B07:02 with pseudo-sequence HLA-B07:02. The binding affinity (normalized) is 0.311.